From a dataset of Peptide-MHC class I binding affinity with 185,985 pairs from IEDB/IMGT. Regression. Given a peptide amino acid sequence and an MHC pseudo amino acid sequence, predict their binding affinity value. This is MHC class I binding data. (1) The peptide sequence is KLQPSDTLL. The MHC is HLA-A80:01 with pseudo-sequence HLA-A80:01. The binding affinity (normalized) is 0.0847. (2) The peptide sequence is EVHIYYLEK. The MHC is HLA-A69:01 with pseudo-sequence HLA-A69:01. The binding affinity (normalized) is 0.0847. (3) The peptide sequence is ATFKIQPFL. The MHC is HLA-A30:01 with pseudo-sequence HLA-A30:01. The binding affinity (normalized) is 0.456.